Dataset: Full USPTO retrosynthesis dataset with 1.9M reactions from patents (1976-2016). Task: Predict the reactants needed to synthesize the given product. Given the product [C:11]([C:2]1([OH:1])[CH2:6][CH2:5][CH:4]([C:7]([O:9][CH3:10])=[O:8])[CH2:3]1)#[CH:12], predict the reactants needed to synthesize it. The reactants are: [O:1]=[C:2]1[CH2:6][CH2:5][CH:4]([C:7]([O:9][CH3:10])=[O:8])[CH2:3]1.[C:11]([Mg]Br)#[CH:12].